From a dataset of Forward reaction prediction with 1.9M reactions from USPTO patents (1976-2016). Predict the product of the given reaction. Given the reactants C(O[C:6]([N:8](C)[CH2:9][CH2:10][CH:11]1[CH2:16][CH2:15][N:14]([C:17]([O:19][CH2:20][C:21]2[CH:26]=[C:25]([Cl:27])[CH:24]=[C:23]([Cl:28])[CH:22]=2)=[O:18])[CH2:13][CH2:12]1)=O)(C)(C)C.FC(F)(F)C(O)=O, predict the reaction product. The product is: [CH3:6][NH:8][CH2:9][CH2:10][CH:11]1[CH2:12][CH2:13][N:14]([C:17]([O:19][CH2:20][C:21]2[CH:22]=[C:23]([Cl:28])[CH:24]=[C:25]([Cl:27])[CH:26]=2)=[O:18])[CH2:15][CH2:16]1.